This data is from Catalyst prediction with 721,799 reactions and 888 catalyst types from USPTO. The task is: Predict which catalyst facilitates the given reaction. (1) Reactant: [NH:1]1[CH2:4][CH:3]([O:5][C:6]2[N:7]([CH3:33])[C:8]3[C:13]([N:14]=2)=[C:12]([N:15]2[CH2:20][CH2:19][O:18][CH2:17][CH2:16]2)[N:11]=[C:10]([N:21]2[C:25]4[CH:26]=[CH:27][CH:28]=[CH:29][C:24]=4[N:23]=[C:22]2[CH:30]([CH3:32])[CH3:31])[N:9]=3)[CH2:2]1.[CH3:34][C:35]1([O:38][CH2:37]1)[CH3:36].CN(C=O)C. Product: [CH:30]([C:22]1[N:21]([C:10]2[N:9]=[C:8]3[C:13]([N:14]=[C:6]([O:5][CH:3]4[CH2:4][N:1]([CH2:34][C:35]([CH3:37])([OH:38])[CH3:36])[CH2:2]4)[N:7]3[CH3:33])=[C:12]([N:15]3[CH2:16][CH2:17][O:18][CH2:19][CH2:20]3)[N:11]=2)[C:25]2[CH:26]=[CH:27][CH:28]=[CH:29][C:24]=2[N:23]=1)([CH3:31])[CH3:32]. The catalyst class is: 6. (2) Product: [Cl:19][C:20]1[C:25]([Cl:26])=[CH:24][CH:23]=[CH:22][C:21]=1[N:27]1[CH2:32][CH2:31][N:30]([CH2:2][CH2:3][C:4]([N:43]2[C:44]3[C:40](=[CH:39][C:38]([F:37])=[CH:46][CH:45]=3)[CH2:41][CH2:42]2)=[O:5])[CH2:29][CH2:28]1. The catalyst class is: 10. Reactant: Br[CH2:2][CH2:3][C:4](Cl)=[O:5].ClCCl.C(N(C(C)C)CC)(C)C.[Cl:19][C:20]1[C:25]([Cl:26])=[CH:24][CH:23]=[CH:22][C:21]=1[N:27]1[CH2:32][CH2:31][NH:30][CH2:29][CH2:28]1.[Al+3].[Cl-].[Cl-].[Cl-].[F:37][C:38]1[CH:39]=[C:40]2[C:44](=[CH:45][CH:46]=1)[NH:43][CH2:42][CH2:41]2.[OH-].[Na+]. (3) Reactant: Cl[C:2]1[CH:3]=[C:4]([NH:10]N)[CH:5]=[CH:6][C:7]=1OC.[C:12](OCC)(=O)[CH2:13]CC(C)=O. Product: [NH:10]1[C:4]2[C:3](=[CH:2][CH:7]=[CH:6][CH:5]=2)[CH:13]=[CH:12]1. The catalyst class is: 15.